From a dataset of Full USPTO retrosynthesis dataset with 1.9M reactions from patents (1976-2016). Predict the reactants needed to synthesize the given product. Given the product [NH2:1][CH2:4][C:5]1[CH:15]=[CH:14][C:8]([C:9]([NH:11][O:12][CH3:13])=[NH:10])=[CH:7][CH:6]=1, predict the reactants needed to synthesize it. The reactants are: [N:1]([CH2:4][C:5]1[CH:15]=[CH:14][C:8]([C:9]([NH:11][O:12][CH3:13])=[NH:10])=[CH:7][CH:6]=1)=[N+]=[N-].